From a dataset of Full USPTO retrosynthesis dataset with 1.9M reactions from patents (1976-2016). Predict the reactants needed to synthesize the given product. (1) Given the product [CH:1]1([CH2:4][N:5]([CH2:6][C:8]2[N:12]3[CH2:13][CH2:14][N:15]([C:16]4[C:21]([CH3:22])=[CH:20][C:19]([CH3:23])=[CH:18][C:17]=4[CH3:24])[C:11]3=[N:10][C:9]=2[CH3:25])[CH2:27][CH2:28][CH3:29])[CH2:3][CH2:2]1, predict the reactants needed to synthesize it. The reactants are: [CH:1]1([CH2:4][N:5]([CH2:27][CH2:28][CH3:29])[C:6]([C:8]2[N:12]3[CH2:13][CH2:14][N:15]([C:16]4[C:21]([CH3:22])=[CH:20][C:19]([CH3:23])=[CH:18][C:17]=4[CH3:24])[C:11]3=[N:10][C:9]=2[CH2:25]C)=O)[CH2:3][CH2:2]1.[OH-].[Na+]. (2) Given the product [F:17][C:18]([F:31])([F:30])[S:19]([O:10][C:7]1[CH:8]=[CH:9][C:4]2[N:5]([N:1]=[CH:2][CH:3]=2)[CH:6]=1)(=[O:21])=[O:20], predict the reactants needed to synthesize it. The reactants are: [N:1]1[N:5]2[CH:6]=[C:7]([OH:10])[CH:8]=[CH:9][C:4]2=[CH:3][CH:2]=1.N1C=CC=CC=1.[F:17][C:18]([F:31])([F:30])[S:19](O[S:19]([C:18]([F:31])([F:30])[F:17])(=[O:21])=[O:20])(=[O:21])=[O:20].C(=O)(O)[O-].[Na+]. (3) Given the product [O:1]=[C:2]([N:10]1[CH2:14][CH2:13][CH2:12][C@H:11]1[C:15]([OH:17])=[O:16])[C:3](=[O:9])[C:4]([CH3:7])([CH3:8])[CH2:5][CH3:6], predict the reactants needed to synthesize it. The reactants are: [O:1]=[C:2]([N:10]1[CH2:14][CH2:13][CH2:12][C@H:11]1[C:15]([O:17]C)=[O:16])[C:3](=[O:9])[C:4]([CH3:8])([CH3:7])[CH2:5][CH3:6].CO.Cl. (4) Given the product [F:1][C:2]([F:26])([F:25])[C:3]1[CH:4]=[C:5]([S:9]([CH:10]2[CH2:15][CH2:14][CH:13]([CH2:16][NH2:17])[CH2:12][CH2:11]2)(=[O:27])=[O:35])[CH:6]=[CH:7][CH:8]=1, predict the reactants needed to synthesize it. The reactants are: [F:1][C:2]([F:26])([F:25])[C:3]1[CH:4]=[C:5]([S:9][CH:10]2[CH2:15][CH2:14][CH:13]([CH2:16][NH:17]C(=O)OC(C)(C)C)[CH2:12][CH2:11]2)[CH:6]=[CH:7][CH:8]=1.[OH:27]OS([O-])=O.[K+].CO.[OH2:35].